This data is from Reaction yield outcomes from USPTO patents with 853,638 reactions. The task is: Predict the reaction yield, written as a fraction of the theoretical maximum amount of product (1.0 means a 100% yield; for example, 0.34 means a 34% yield). (1) The reactants are [OH:1][CH2:2][C:3]1[CH:4]=[C:5]([NH:9][C:10](=[O:12])[CH3:11])[CH:6]=[CH:7][CH:8]=1.[Cr](Cl)([O-])(=O)=O.[NH+]1C=CC=CC=1.CN(C)C=O. The catalyst is ClCCl. The product is [CH:2]([C:3]1[CH:4]=[C:5]([NH:9][C:10](=[O:12])[CH3:11])[CH:6]=[CH:7][CH:8]=1)=[O:1]. The yield is 0.810. (2) The reactants are [CH2:1]([N:3]([CH2:28][CH3:29])[CH2:4][CH2:5][CH2:6][NH:7][C:8]([NH:10][C:11]1[CH:16]=[C:15]([O:17][C:18]2[CH:23]=[CH:22][C:21]([N+:24]([O-])=O)=[CH:20][C:19]=2[CH3:27])[CH:14]=[CH:13][N:12]=1)=[O:9])[CH3:2].[Cl-].[NH4+].O.C(OCC)(=O)C. The catalyst is C(O)C.[Fe]. The product is [NH2:24][C:21]1[CH:22]=[CH:23][C:18]([O:17][C:15]2[CH:14]=[CH:13][N:12]=[C:11]([NH:10][C:8]([NH:7][CH2:6][CH2:5][CH2:4][N:3]([CH2:28][CH3:29])[CH2:1][CH3:2])=[O:9])[CH:16]=2)=[C:19]([CH3:27])[CH:20]=1. The yield is 0.150. (3) The reactants are [C:1]([Si:5]([CH3:17])([CH3:16])[N:6]1[C:14]2[C:9](=[CH:10][C:11]([F:15])=[CH:12][CH:13]=2)[CH:8]=[CH:7]1)([CH3:4])([CH3:3])[CH3:2].CN(C)CCN(C)C.[B:26](OC(C)C)([O:31]C(C)C)[O:27]C(C)C.Cl. The catalyst is C1COCC1.C([Li])(CC)C.O. The yield is 0.710. The product is [C:1]([Si:5]([CH3:17])([CH3:16])[N:6]1[C:14]2[C:9](=[C:10]([B:26]([OH:31])[OH:27])[C:11]([F:15])=[CH:12][CH:13]=2)[CH:8]=[CH:7]1)([CH3:4])([CH3:3])[CH3:2].